Task: Predict which catalyst facilitates the given reaction.. Dataset: Catalyst prediction with 721,799 reactions and 888 catalyst types from USPTO (1) Reactant: [CH3:1][O:2][C:3](=[O:24])[C:4](O)([C:19]([F:22])([F:21])[F:20])[C:5]1[C:9](=[O:10])[N:8]([C:11]2[CH:16]=[CH:15][C:14]([Cl:17])=[CH:13][CH:12]=2)[NH:7][C:6]=1[CH3:18].S(Cl)(Cl)=O. Product: [CH3:1][O:2][C:3](=[O:24])[C:4](=[C:5]1[C:9](=[O:10])[N:8]([C:11]2[CH:12]=[CH:13][C:14]([Cl:17])=[CH:15][CH:16]=2)[N:7]=[C:6]1[CH3:18])[C:19]([F:21])([F:20])[F:22]. The catalyst class is: 11. (2) Reactant: [C:1]([O:5][C:6]([N:8]1[CH2:13][CH2:12][C:11](=O)[CH2:10][CH2:9]1)=[O:7])([CH3:4])([CH3:3])[CH3:2].[CH3:15][C:16]1[CH:22]=[CH:21][C:20]([CH3:23])=[CH:19][C:17]=1[NH2:18].C(O)(=O)C.C(O[BH-](OC(=O)C)OC(=O)C)(=O)C.[Na+].C(=O)(O)[O-].[Na+]. Product: [C:1]([O:5][C:6]([N:8]1[CH2:13][CH2:12][CH:11]([NH:18][C:17]2[CH:19]=[C:20]([CH3:23])[CH:21]=[CH:22][C:16]=2[CH3:15])[CH2:10][CH2:9]1)=[O:7])([CH3:4])([CH3:3])[CH3:2]. The catalyst class is: 26.